From a dataset of Forward reaction prediction with 1.9M reactions from USPTO patents (1976-2016). Predict the product of the given reaction. (1) Given the reactants [C:1]1([CH:7]=[CH:8][CH:9]=[CH:10][C:11]2[CH:16]=[CH:15][CH:14]=[CH:13][CH:12]=2)[CH:6]=[CH:5][CH:4]=[CH:3][CH:2]=1.[Cl:17][SiH:18]([Cl:20])[Cl:19], predict the reaction product. The product is: [Cl:17][Si:18]([Cl:20])([Cl:19])[CH:10]([C:11]1[CH:12]=[CH:13][CH:14]=[CH:15][CH:16]=1)[CH:9]=[CH:8][CH:7]([Si:18]([Cl:20])([Cl:19])[Cl:17])[C:1]1[CH:6]=[CH:5][CH:4]=[CH:3][CH:2]=1. (2) Given the reactants [CH3:1][O:2][C:3]([C:5]1[N:6]=[C:7]2[C:12]([C:13]([F:16])([F:15])[F:14])=[CH:11][C:10](Br)=[CH:9][N:8]2[CH:18]=1)=[O:4].[C:19]([O:23][C:24]([N:26]1[CH:30]=[C:29](B2OC(C)(C)C(C)(C)O2)[CH:28]=[N:27]1)=[O:25])([CH3:22])([CH3:21])[CH3:20].C(=O)([O-])[O-].[Cs+].[Cs+], predict the reaction product. The product is: [CH3:1][O:2][C:3]([C:5]1[N:6]=[C:7]2[C:12]([C:13]([F:16])([F:15])[F:14])=[CH:11][C:10]([C:29]3[CH:28]=[N:27][N:26]([C:24]([O:23][C:19]([CH3:22])([CH3:21])[CH3:20])=[O:25])[CH:30]=3)=[CH:9][N:8]2[CH:18]=1)=[O:4].